From a dataset of NCI-60 drug combinations with 297,098 pairs across 59 cell lines. Regression. Given two drug SMILES strings and cell line genomic features, predict the synergy score measuring deviation from expected non-interaction effect. (1) Drug 1: CCC1=CC2CC(C3=C(CN(C2)C1)C4=CC=CC=C4N3)(C5=C(C=C6C(=C5)C78CCN9C7C(C=CC9)(C(C(C8N6C)(C(=O)OC)O)OC(=O)C)CC)OC)C(=O)OC.C(C(C(=O)O)O)(C(=O)O)O. Drug 2: CC1=C(C=C(C=C1)C(=O)NC2=CC(=CC(=C2)C(F)(F)F)N3C=C(N=C3)C)NC4=NC=CC(=N4)C5=CN=CC=C5. Cell line: PC-3. Synergy scores: CSS=43.2, Synergy_ZIP=0.319, Synergy_Bliss=-1.95, Synergy_Loewe=-16.7, Synergy_HSA=-0.0410. (2) Drug 1: CS(=O)(=O)C1=CC(=C(C=C1)C(=O)NC2=CC(=C(C=C2)Cl)C3=CC=CC=N3)Cl. Drug 2: CC1OCC2C(O1)C(C(C(O2)OC3C4COC(=O)C4C(C5=CC6=C(C=C35)OCO6)C7=CC(=C(C(=C7)OC)O)OC)O)O. Cell line: NCI-H522. Synergy scores: CSS=34.6, Synergy_ZIP=0.260, Synergy_Bliss=4.81, Synergy_Loewe=-1.79, Synergy_HSA=6.12.